Dataset: Forward reaction prediction with 1.9M reactions from USPTO patents (1976-2016). Task: Predict the product of the given reaction. (1) Given the reactants [C:1]([N:8](Br)[CH2:9][C:10]1[CH:15]=[CH:14][CH:13]=[CH:12][CH:11]=1)(OC(C)(C)C)=O.[O-]P([O-])([O-])=O.[K+].[K+].[K+].[CH2:25](B(CC)CC)[CH3:26].[CH2:32]1COC[CH2:33]1, predict the reaction product. The product is: [CH:1]1([NH:8][CH2:9][C:10]2[CH:11]=[CH:12][CH:13]=[C:14]([CH2:32][CH3:33])[CH:15]=2)[CH2:26][CH2:25]1. (2) Given the reactants Br[CH2:2][C:3](=O)[CH2:4][CH2:5][N:6]1[C:14](=[O:15])[C:13]2[C:8](=[CH:9][CH:10]=[CH:11][CH:12]=2)[C:7]1=[O:16].[NH2:18][C:19]1[CH:24]=[CH:23][CH:22]=[CH:21][N:20]=1.C(=O)([O-])O.[Na+], predict the reaction product. The product is: [N:18]1[C:3]([CH2:4][CH2:5][N:6]2[C:14](=[O:15])[C:13]3[C:8](=[CH:9][CH:10]=[CH:11][CH:12]=3)[C:7]2=[O:16])=[CH:2][N:20]2[CH:21]=[CH:22][CH:23]=[CH:24][C:19]=12. (3) Given the reactants C[O:2][C:3]1[CH:12]=[C:11]2[C:6]([CH2:7][CH2:8][CH2:9][C:10]2=[O:13])=[CH:5][CH:4]=1, predict the reaction product. The product is: [OH:2][C:3]1[CH:12]=[C:11]2[C:6]([CH2:7][CH2:8][CH2:9][C:10]2=[O:13])=[CH:5][CH:4]=1. (4) Given the reactants [Br:1][C:2]1[CH:3]=[C:4]([S:8]([NH:11][C@@H:12]2[CH2:16][CH2:15][N:14]([C:17](OC(C)(C)C)=O)[CH2:13]2)(=[O:10])=[O:9])[CH:5]=[CH:6][CH:7]=1.C([O-])([O-])=O.[K+].[K+].Br[CH2:31][C:32]1[CH:37]=[CH:36][CH:35]=[CH:34][CH:33]=1.CC[N:40](C(C)C)C(C)C.BrC#N, predict the reaction product. The product is: [Br:1][C:2]1[CH:3]=[C:4]([S:8]([N:11]([C@@H:12]2[CH2:16][CH2:15][N:14]([C:17]#[N:40])[CH2:13]2)[CH2:31][C:32]2[CH:37]=[CH:36][CH:35]=[CH:34][CH:33]=2)(=[O:9])=[O:10])[CH:5]=[CH:6][CH:7]=1. (5) Given the reactants [F-].C([N+](CCCC)(CCCC)CCCC)CCC.[CH3:19][O:20][C:21]1[CH:76]=[CH:75][C:24]([C:25]([O:40][CH2:41][C@H:42]2[O:46][C@@H:45]([N:47]3[C:66]4[N:65]=[CH:64][N:63]=[C:51]([NH:52][C:53](=[O:62])[CH2:54][O:55][C:56]5[CH:61]=[CH:60][CH:59]=[CH:58][CH:57]=5)[C:50]=4[N:49]=[CH:48]3)[C@H:44]([O:67][Si](C(C)(C)C)(C)C)[CH2:43]2)([C:34]2[CH:39]=[CH:38][CH:37]=[CH:36][CH:35]=2)[C:26]2[CH:31]=[CH:30][C:29]([O:32][CH3:33])=[CH:28][CH:27]=2)=[CH:23][CH:22]=1.CCO.C(OCC)(=O)C, predict the reaction product. The product is: [CH3:33][O:32][C:29]1[CH:28]=[CH:27][C:26]([C:25]([O:40][CH2:41][C@H:42]2[O:46][C@@H:45]([N:47]3[C:66]4[N:65]=[CH:64][N:63]=[C:51]([NH:52][C:53](=[O:62])[CH2:54][O:55][C:56]5[CH:57]=[CH:58][CH:59]=[CH:60][CH:61]=5)[C:50]=4[N:49]=[CH:48]3)[C@H:44]([OH:67])[CH2:43]2)([C:34]2[CH:35]=[CH:36][CH:37]=[CH:38][CH:39]=2)[C:24]2[CH:75]=[CH:76][C:21]([O:20][CH3:19])=[CH:22][CH:23]=2)=[CH:31][CH:30]=1.